Dataset: Full USPTO retrosynthesis dataset with 1.9M reactions from patents (1976-2016). Task: Predict the reactants needed to synthesize the given product. (1) Given the product [CH2:43]([N:32]([CH2:30][CH3:31])[CH2:33][CH2:34][O:35][C:36]1[CH:42]=[CH:4][C:5]([NH:1][C:6]2[N:11]=[C:10]3[N:12]([CH:27]([CH3:28])[CH3:29])[C:13](=[O:26])[N:14]([CH2:17][C:18]4[CH:23]=[CH:22][C:21]([O:24][CH3:25])=[CH:20][CH:19]=4)[C:15](=[O:16])[C:9]3=[CH:8][N:7]=2)=[CH:38][CH:37]=1)[CH3:44], predict the reactants needed to synthesize it. The reactants are: [N:1]1([C:6]2[N:11]=[C:10]3[N:12]([CH:27]([CH3:29])[CH3:28])[C:13](=[O:26])[N:14]([CH2:17][C:18]4[CH:23]=[CH:22][C:21]([O:24][CH3:25])=[CH:20][CH:19]=4)[C:15](=[O:16])[C:9]3=[CH:8][N:7]=2)[CH:5]=[CH:4]N=C1.[CH2:30]([N:32]([CH2:43][CH3:44])[CH2:33][CH2:34][O:35][C:36]1[CH:42]=CC(N)=[CH:38][CH:37]=1)[CH3:31].C1(=O)OC(=O)CC1.CN(C)C=O. (2) Given the product [OH:15][CH2:13][CH2:12][CH2:11][CH2:10][CH2:9][CH2:8][CH2:7][CH2:6][CH2:5][CH2:4][CH2:3][N:2]([CH3:1])[C:17](=[O:20])[CH:18]=[CH2:19], predict the reactants needed to synthesize it. The reactants are: [CH3:1][NH:2][CH2:3][CH2:4][CH2:5][CH2:6][CH2:7][CH2:8][CH2:9][CH2:10][CH2:11][CH2:12][CH2:13]O.[OH-:15].[Na+].[C:17](Cl)(=[O:20])[CH:18]=[CH2:19]. (3) Given the product [CH2:1]([NH:3][C:4](=[O:24])[NH:5][C:6]1[CH:16]=[C:15]([NH:17][C:18]2[CH:19]=[CH:20][CH:21]=[CH:22][CH:23]=2)[C:9]([C:10]([OH:12])=[O:11])=[CH:8][N:7]=1)[CH3:2], predict the reactants needed to synthesize it. The reactants are: [CH2:1]([NH:3][C:4](=[O:24])[NH:5][C:6]1[CH:16]=[C:15]([NH:17][C:18]2[CH:23]=[CH:22][CH:21]=[CH:20][CH:19]=2)[C:9]([C:10]([O:12]CC)=[O:11])=[CH:8][N:7]=1)[CH3:2].[OH-].[Na+]. (4) Given the product [CH3:25][O:26][C:27](=[O:30])[CH2:28][CH2:29][S:1][C:2]1[N:3]([C:19]2[CH:24]=[CH:23][CH:22]=[CH:21][CH:20]=2)[C:4](=[O:18])[C:5]2[C:10]([C:11]3[CH:12]=[CH:13][CH:14]=[CH:15][CH:16]=3)=[C:9]([CH3:17])[S:8][C:6]=2[N:7]=1, predict the reactants needed to synthesize it. The reactants are: [SH:1][C:2]1[N:3]([C:19]2[CH:24]=[CH:23][CH:22]=[CH:21][CH:20]=2)[C:4](=[O:18])[C:5]2[C:10]([C:11]3[CH:16]=[CH:15][CH:14]=[CH:13][CH:12]=3)=[C:9]([CH3:17])[S:8][C:6]=2[N:7]=1.[CH3:25][O:26][C:27](=[O:30])[CH:28]=[CH2:29].C(N(CC)CC)C.